Dataset: Reaction yield outcomes from USPTO patents with 853,638 reactions. Task: Predict the reaction yield, written as a fraction of the theoretical maximum amount of product (1.0 means a 100% yield; for example, 0.34 means a 34% yield). (1) The reactants are [C:1]([O:4][CH2:5][C:6]1[C:11]([N:12]2[C:24](=[O:25])[C:23]3[S:22][C:21]4[CH2:20][CH2:19][CH2:18][CH2:17][C:16]=4[C:15]=3[CH2:14][CH2:13]2)=[CH:10][C:9]([F:26])=[CH:8][C:7]=1[C:27]1[CH:32]=[C:31]([N:33]([C:41]2[CH:45]=[C:44]([CH:46]3[CH2:49][NH:48][CH2:47]3)[NH:43][N:42]=2)C(OC(C)(C)C)=O)[C:30](=[O:50])[N:29]([CH3:51])[CH:28]=1)(=[O:3])[CH3:2].Cl.O1CCOCC1. The catalyst is O1CCOCC1. The product is [C:1]([O:4][CH2:5][C:6]1[C:11]([N:12]2[C:24](=[O:25])[C:23]3[S:22][C:21]4[CH2:20][CH2:19][CH2:18][CH2:17][C:16]=4[C:15]=3[CH2:14][CH2:13]2)=[CH:10][C:9]([F:26])=[CH:8][C:7]=1[C:27]1[CH:32]=[C:31]([NH:33][C:41]2[CH:45]=[C:44]([CH:46]3[CH2:47][NH:48][CH2:49]3)[NH:43][N:42]=2)[C:30](=[O:50])[N:29]([CH3:51])[CH:28]=1)(=[O:3])[CH3:2]. The yield is 0.200. (2) The product is [Cl:1][C:2]1[CH:7]=[C:6]([C:8]2[CH:9]=[N:10][N:11]([CH:13]([O:15][CH2:16][CH3:17])[CH3:14])[CH:12]=2)[C:5]([C:18]2[CH:19]=[C:20]([F:25])[CH:21]=[C:22]([F:24])[CH:23]=2)=[C:4]([CH:26]([NH2:33])[CH3:27])[CH:3]=1. The yield is 0.320. The catalyst is CO.C(#N)C. The reactants are [Cl:1][C:2]1[CH:7]=[C:6]([C:8]2[CH:9]=[N:10][N:11]([CH:13]([O:15][CH2:16][CH3:17])[CH3:14])[CH:12]=2)[C:5]([C:18]2[CH:23]=[C:22]([F:24])[CH:21]=[C:20]([F:25])[CH:19]=2)=[C:4]([C:26](=O)[CH3:27])[CH:3]=1.C([O-])(=O)C.[NH4+:33]. (3) The reactants are [OH-].[K+].[CH2:3]([O:10][C:11]1[CH:20]=[C:19]([O:21][CH2:22][C:23]2[CH:28]=[CH:27][CH:26]=[CH:25][CH:24]=2)[C:18]([C:29]([CH3:31])=[CH2:30])=[CH:17][C:12]=1[C:13]([O:15]C)=[O:14])[C:4]1[CH:9]=[CH:8][CH:7]=[CH:6][CH:5]=1. The catalyst is CO.O. The product is [CH2:3]([O:10][C:11]1[CH:20]=[C:19]([O:21][CH2:22][C:23]2[CH:28]=[CH:27][CH:26]=[CH:25][CH:24]=2)[C:18]([C:29]([CH3:31])=[CH2:30])=[CH:17][C:12]=1[C:13]([OH:15])=[O:14])[C:4]1[CH:5]=[CH:6][CH:7]=[CH:8][CH:9]=1. The yield is 1.00. (4) The reactants are [Si:1]([O:8][CH2:9][C:10]1[N:15]=[CH:14][C:13]([NH2:16])=[CH:12][CH:11]=1)([C:4]([CH3:7])([CH3:6])[CH3:5])([CH3:3])[CH3:2].N1C=CC=CC=1.[C:23](Cl)(=[O:31])[O:24][C:25]1[CH:30]=[CH:29][CH:28]=[CH:27][CH:26]=1. The catalyst is CC(C)=O. The product is [Si:1]([O:8][CH2:9][C:10]1[N:15]=[CH:14][C:13]([NH:16][C:23](=[O:31])[O:24][C:25]2[CH:30]=[CH:29][CH:28]=[CH:27][CH:26]=2)=[CH:12][CH:11]=1)([C:4]([CH3:7])([CH3:6])[CH3:5])([CH3:3])[CH3:2]. The yield is 0.860. (5) No catalyst specified. The reactants are C([O:5]C1C=CC(SC(C2C=CC(C3SC=CC=3)=CC=2)C(NO)=O)=CC=1)C#CC.[CH2:29]([O:33][C:34]1[CH:39]=[CH:38][C:37]([S:40]([CH:42]([C:47]2[CH:52]=[CH:51][C:50]([C:53]3[S:54][CH:55]=[CH:56][CH:57]=3)=[CH:49][CH:48]=2)[C:43]([NH:45][OH:46])=[O:44])=[O:41])=[CH:36][CH:35]=1)[C:30]#[C:31][CH3:32]. The product is [CH2:29]([O:33][C:34]1[CH:35]=[CH:36][C:37]([S:40]([CH:42]([C:47]2[CH:52]=[CH:51][C:50]([C:53]3[S:54][CH:55]=[CH:56][CH:57]=3)=[CH:49][CH:48]=2)[C:43]([NH:45][OH:46])=[O:44])(=[O:5])=[O:41])=[CH:38][CH:39]=1)[C:30]#[C:31][CH3:32]. The yield is 0.260. (6) The reactants are [NH2:1][C:2]1[C:3]([NH:22][CH3:23])=[N:4][C:5]([NH:8][C:9]2[CH:14]=[CH:13][C:12]([C:15]([N:17]([CH2:20][CH3:21])[CH2:18][CH3:19])=[O:16])=[CH:11][CH:10]=2)=[N:6][CH:7]=1.[Cl:24][C:25]1[CH:26]=[N:27][CH:28]=[C:29]([Cl:38])[C:30]=1[C:31](=O)[C:32]([O:34]CC)=O.CC(O)=O. The catalyst is COCCO.CCOC(C)=O. The product is [Cl:38][C:29]1[CH:28]=[N:27][CH:26]=[C:25]([Cl:24])[C:30]=1[C:31]1[C:32](=[O:34])[N:22]([CH3:23])[C:3]2[N:4]=[C:5]([NH:8][C:9]3[CH:10]=[CH:11][C:12]([C:15]([N:17]([CH2:18][CH3:19])[CH2:20][CH3:21])=[O:16])=[CH:13][CH:14]=3)[N:6]=[CH:7][C:2]=2[N:1]=1. The yield is 0.280. (7) The reactants are [CH2:1]1[C:7]2[CH:8]=[CH:9][CH:10]=[CH:11][C:6]=2[CH2:5][CH2:4][NH:3][CH2:2]1.CCN(CC)CC.[O:19](C(C(F)(F)F)=O)[C:20]([C:22]([F:25])([F:24])[F:23])=O. The catalyst is C(Cl)Cl. The product is [F:23][C:22]([F:25])([F:24])[C:20]([N:3]1[CH2:2][CH2:1][C:7]2[CH:8]=[CH:9][CH:10]=[CH:11][C:6]=2[CH2:5][CH2:4]1)=[O:19]. The yield is 1.00.